The task is: Predict which catalyst facilitates the given reaction.. This data is from Catalyst prediction with 721,799 reactions and 888 catalyst types from USPTO. (1) Reactant: [C:1]([C:4]1[C:12]2[C:7](=[CH:8][CH:9]=[CH:10][CH:11]=2)[NH:6][CH:5]=1)(=[O:3])[CH3:2].[O:13](C(OC(C)(C)C)=O)[C:14]([O:16][C:17]([CH3:20])([CH3:19])[CH3:18])=O. Product: [C:1]([C:4]1[C:12]2[C:7](=[CH:8][CH:9]=[CH:10][CH:11]=2)[N:6]([C:14]([O:16][C:17]([CH3:20])([CH3:19])[CH3:18])=[O:13])[CH:5]=1)(=[O:3])[CH3:2]. The catalyst class is: 1. (2) Reactant: [O:1]([C:8]1[CH:9]=[C:10]([C:14]2[CH2:18][CH:17]([CH2:19][CH2:20][CH:21]=O)[O:16][N:15]=2)[CH:11]=[CH:12][CH:13]=1)[C:2]1[CH:7]=[CH:6][CH:5]=[CH:4][CH:3]=1.[C:23]1([CH:29]([C:36]2[CH:41]=[CH:40][CH:39]=[CH:38][CH:37]=2)[N:30]2[CH2:35][CH2:34][NH:33][CH2:32][CH2:31]2)[CH:28]=[CH:27][CH:26]=[CH:25][CH:24]=1.[BH-](OC(C)=O)(OC(C)=O)OC(C)=O.[Na+]. Product: [CH:29]([N:30]1[CH2:35][CH2:34][N:33]([CH2:21][CH2:20][CH2:19][CH:17]2[O:16][N:15]=[C:14]([C:10]3[CH:11]=[CH:12][CH:13]=[C:8]([O:1][C:2]4[CH:3]=[CH:4][CH:5]=[CH:6][CH:7]=4)[CH:9]=3)[CH2:18]2)[CH2:32][CH2:31]1)([C:36]1[CH:41]=[CH:40][CH:39]=[CH:38][CH:37]=1)[C:23]1[CH:28]=[CH:27][CH:26]=[CH:25][CH:24]=1. The catalyst class is: 2. (3) Reactant: [Cl:1][C:2]1[CH:11]=[C:10]2[C:5]([CH2:6][CH2:7][NH:8][CH2:9]2)=[CH:4][CH:3]=1.C(Cl)Cl. Product: [Cl:1][C:2]1[CH:11]=[C:10]2[C:5]([CH2:6][CH2:7][N:8]=[CH:9]2)=[CH:4][CH:3]=1. The catalyst class is: 697. (4) Reactant: [Cl:1][C:2]1[CH:7]=[CH:6][C:5]([C:8]2[C:9]([O:17][CH2:18][CH:19]3[CH2:21][CH2:20]3)=[N:10][CH:11]=[C:12]([CH:16]=2)[C:13]([OH:15])=O)=[CH:4][CH:3]=1.CN(C(ON1N=NC2C=CC=CC1=2)=[N+](C)C)C.[B-](F)(F)(F)F.C(N(CC)C(C)C)(C)C.[NH2:53][C@@H:54]1[CH2:59][CH2:58][CH2:57][CH2:56][C@H:55]1[OH:60]. Product: [Cl:1][C:2]1[CH:3]=[CH:4][C:5]([C:8]2[C:9]([O:17][CH2:18][CH:19]3[CH2:21][CH2:20]3)=[N:10][CH:11]=[C:12]([CH:16]=2)[C:13]([NH:53][C@@H:54]2[CH2:59][CH2:58][CH2:57][CH2:56][C@H:55]2[OH:60])=[O:15])=[CH:6][CH:7]=1. The catalyst class is: 3. (5) Reactant: C[O:2][C:3]([CH:5]1[CH2:14][C:13]2[C:8](=[CH:9][CH:10]=[CH:11][CH:12]=2)[NH:7][CH2:6]1)=O.[H-].[H-].[H-].[H-].[Li+].[Al+3]. Product: [NH:7]1[C:8]2[C:13](=[CH:12][CH:11]=[CH:10][CH:9]=2)[CH2:14][CH:5]([CH2:3][OH:2])[CH2:6]1. The catalyst class is: 28. (6) Reactant: Cl[C:2]1[CH:7]=[CH:6][C:5]([C:8]([F:11])([F:10])[F:9])=[CH:4][N:3]=1.NC(N)=[S:14].[OH-].[K+]. Product: [SH:14][C:2]1[CH:7]=[CH:6][C:5]([C:8]([F:11])([F:10])[F:9])=[CH:4][N:3]=1. The catalyst class is: 8. (7) Reactant: [Cl:1][C:2]1[C:10]([C:11]2[C:12]([CH3:18])=[N:13][N:14]([CH3:17])[C:15]=2[CH3:16])=[C:9]2[C:5]([C:6]([CH2:20][CH2:21][CH2:22][O:23][C:24]3[CH:29]=[C:28]([CH3:30])[C:27]([Cl:31])=[C:26]([CH3:32])[CH:25]=3)=[C:7]([CH3:19])[NH:8]2)=[CH:4][CH:3]=1.C(=O)([O-])[O-].[Cs+].[Cs+].Br[CH2:40][C:41]1[CH:42]=[C:43]([CH:48]=[CH:49][CH:50]=1)[C:44]([O:46]C)=[O:45]. Product: [Cl:1][C:2]1[C:10]([C:11]2[C:12]([CH3:18])=[N:13][N:14]([CH3:17])[C:15]=2[CH3:16])=[C:9]2[C:5]([C:6]([CH2:20][CH2:21][CH2:22][O:23][C:24]3[CH:25]=[C:26]([CH3:32])[C:27]([Cl:31])=[C:28]([CH3:30])[CH:29]=3)=[C:7]([CH3:19])[N:8]2[CH2:40][C:41]2[CH:42]=[C:43]([CH:48]=[CH:49][CH:50]=2)[C:44]([OH:46])=[O:45])=[CH:4][CH:3]=1. The catalyst class is: 10.